From a dataset of Catalyst prediction with 721,799 reactions and 888 catalyst types from USPTO. Predict which catalyst facilitates the given reaction. (1) Reactant: [OH:1][C:2]1[CH:9]=[CH:8][C:5]([C:6]#[N:7])=[CH:4][C:3]=1[O:10][CH3:11].C(=O)([O-])[O-].[Cs+].[Cs+].[CH3:18][O:19][C:20]1[CH:27]=[CH:26][C:23]([CH2:24]Cl)=[CH:22][CH:21]=1. Product: [CH3:11][O:10][C:3]1[CH:4]=[C:5]([CH:8]=[CH:9][C:2]=1[O:1][CH2:24][C:23]1[CH:26]=[CH:27][C:20]([O:19][CH3:18])=[CH:21][CH:22]=1)[C:6]#[N:7]. The catalyst class is: 10. (2) Reactant: [Cl:1][C:2]1[C:12]([CH:13]=O)=[CH:11][CH:10]=[C:9]([Si:15]([CH3:18])([CH3:17])[CH3:16])[C:3]=1[C:4]([NH:6][CH2:7][CH3:8])=[O:5].Cl.[NH2:20]O.C(OC(=O)C)(=O)C. Product: [Cl:1][C:2]1[C:12]([C:13]#[N:20])=[CH:11][CH:10]=[C:9]([Si:15]([CH3:18])([CH3:17])[CH3:16])[C:3]=1[C:4]([NH:6][CH2:7][CH3:8])=[O:5]. The catalyst class is: 17.